This data is from Catalyst prediction with 721,799 reactions and 888 catalyst types from USPTO. The task is: Predict which catalyst facilitates the given reaction. Reactant: [Cl:1][C:2]1[C:10]([CH2:11][O:12][CH2:13][C:14]([F:17])([F:16])[F:15])=[C:9]([S:18]([CH3:21])(=[O:20])=[O:19])[CH:8]=[CH:7][C:3]=1[C:4]([OH:6])=O.[CH3:22][O:23][C:24]1[C:25]([NH2:29])=[N:26][O:27][N:28]=1.C(N(CC)CC)C.C(P1(=O)OP(=O)(CCC)OP(=O)(CCC)O1)CC. Product: [Cl:1][C:2]1[C:10]([CH2:11][O:12][CH2:13][C:14]([F:17])([F:16])[F:15])=[C:9]([S:18]([CH3:21])(=[O:20])=[O:19])[CH:8]=[CH:7][C:3]=1[C:4]([NH:29][C:25]1[C:24]([O:23][CH3:22])=[N:28][O:27][N:26]=1)=[O:6]. The catalyst class is: 64.